Dataset: Full USPTO retrosynthesis dataset with 1.9M reactions from patents (1976-2016). Task: Predict the reactants needed to synthesize the given product. (1) Given the product [ClH:27].[C:19]1([C:15]2[C:12]3[CH2:13][CH2:14][NH:8][CH2:9][CH2:10][C:11]=3[N:18]=[CH:17][N:16]=2)[CH:20]=[CH:21][CH:22]=[CH:23][CH:24]=1, predict the reactants needed to synthesize it. The reactants are: C([N:8]1[CH2:14][CH2:13][C:12]2[C:15]([C:19]3[CH:24]=[CH:23][CH:22]=[CH:21][CH:20]=3)=[N:16][CH:17]=[N:18][C:11]=2[CH2:10][CH2:9]1)C1C=CC=CC=1.[H][H].[ClH:27]. (2) Given the product [NH:41]1[C:49]2[C:44](=[CH:45][CH:46]=[CH:47][CH:48]=2)[C:43]([C:50](=[O:52])[CH2:51][C:32]2([OH:39])[C:33]3[C:38](=[CH:37][CH:36]=[CH:35][CH:34]=3)[N:30]([CH2:25][CH2:26][CH:27]([CH3:29])[CH3:28])[C:31]2=[O:40])=[CH:42]1, predict the reactants needed to synthesize it. The reactants are: C(N1C2C(=CC=CC=2)C(O)(CC(=O)C2C=CC=CN=2)C1=O)CCC.[CH2:25]([N:30]1[C:38]2[C:33](=[CH:34][CH:35]=[CH:36][CH:37]=2)[C:32](=[O:39])[C:31]1=[O:40])[CH2:26][CH:27]([CH3:29])[CH3:28].[NH:41]1[C:49]2[C:44](=[CH:45][CH:46]=[CH:47][CH:48]=2)[C:43]([C:50](=[O:52])[CH3:51])=[CH:42]1. (3) Given the product [Cl:1][C:2]1[CH:3]=[C:4]([CH:7]=[CH:8][C:9]=1[O:15][CH:13]([CH3:14])[C:12]([F:17])([F:16])[F:11])[C:5]#[N:6], predict the reactants needed to synthesize it. The reactants are: [Cl:1][C:2]1[CH:3]=[C:4]([CH:7]=[CH:8][C:9]=1F)[C:5]#[N:6].[F:11][C:12]([F:17])([F:16])[CH:13]([OH:15])[CH3:14].[H-].[Na+].[NH4+].[Cl-]. (4) Given the product [C:19]([O:23][C:24](=[O:42])[N:25]([CH2:39][CH2:40][NH2:41])[CH2:26][CH2:27][NH:28][C:29]([O:31][CH2:32][C:33]1[CH:34]=[CH:35][CH:36]=[CH:37][CH:38]=1)=[O:30])([CH3:20])([CH3:22])[CH3:21].[C:5](=[O:6])([O:14][C:56]1[CH:55]=[CH:54][CH:59]=[CH:58][C:57]=1[N+:60]([O-:62])=[O:61])[NH2:4], predict the reactants needed to synthesize it. The reactants are: NCC[NH:4][C:5](=[O:14])[O:6]CC1C=CC=CC=1.C(#N)C=C.[C:19]([O:23][C:24](=[O:42])[N:25]([CH2:39][CH2:40][NH2:41])[CH2:26][CH2:27][NH:28][C:29]([O:31][CH2:32][C:33]1[CH:38]=[CH:37][CH:36]=[CH:35][CH:34]=1)=[O:30])([CH3:22])([CH3:21])[CH3:20].CN1CCOCC1.ClC(O[C:54]1[CH:59]=[CH:58][C:57]([N+:60]([O-:62])=[O:61])=[CH:56][CH:55]=1)=O. (5) The reactants are: [CH2:1]([C:5]1([CH2:28][CH2:29][CH2:30][CH3:31])[CH2:11][N:10]([C:12]2[CH:17]=[CH:16][C:15]([OH:18])=[CH:14][CH:13]=2)[C:9]2[CH:19]=[C:20]([N:23]([CH3:25])[CH3:24])[CH:21]=[CH:22][C:8]=2[S:7](=[O:27])(=[O:26])[CH2:6]1)[CH2:2][CH2:3][CH3:4].[CH2:32]([N:34]([CH2:38][CH3:39])[CH2:35][CH2:36]Cl)[CH3:33].S1C2C=CC=CC=2C=NC=C1. Given the product [CH2:1]([C:5]1([CH2:28][CH2:29][CH2:30][CH3:31])[CH2:11][N:10]([C:12]2[CH:13]=[CH:14][C:15]([O:18][CH2:33][CH2:32][N:34]([CH2:38][CH3:39])[CH2:35][CH3:36])=[CH:16][CH:17]=2)[C:9]2[CH:19]=[C:20]([N:23]([CH3:25])[CH3:24])[CH:21]=[CH:22][C:8]=2[S:7](=[O:26])(=[O:27])[CH2:6]1)[CH2:2][CH2:3][CH3:4], predict the reactants needed to synthesize it. (6) Given the product [C:1]([C:4]1[S:8][C:7]([C:9]2[CH:10]=[C:11]([Cl:39])[C:12]3[O:16][CH:15]([CH2:17][NH:18][C:19](=[O:37])/[CH:20]=[CH:21]/[C:22]4[CH:27]=[N:26][C:25]([NH:28][NH2:29])=[CH:24][CH:23]=4)[CH2:14][C:13]=3[CH:38]=2)=[CH:6][CH:5]=1)(=[O:3])[CH3:2], predict the reactants needed to synthesize it. The reactants are: [C:1]([C:4]1[S:8][C:7]([C:9]2[CH:10]=[C:11]([Cl:39])[C:12]3[O:16][CH:15]([CH2:17][NH:18][C:19](=[O:37])/[CH:20]=[CH:21]/[C:22]4[CH:23]=[CH:24][C:25]([NH:28][NH:29]C(OC(C)(C)C)=O)=[N:26][CH:27]=4)[CH2:14][C:13]=3[CH:38]=2)=[CH:6][CH:5]=1)(=[O:3])[CH3:2].Cl.